From a dataset of Full USPTO retrosynthesis dataset with 1.9M reactions from patents (1976-2016). Predict the reactants needed to synthesize the given product. (1) Given the product [F:45][C:42]1[CH:43]=[CH:44][C:39](/[C:37](/[CH3:38])=[CH:36]/[N:6]2[C:7]3[CH:8]=[C:9]([C:13]([F:16])([F:15])[F:14])[CH:10]=[CH:11][C:12]=3[C:4]3[CH2:3][N:2]([CH3:1])[CH2:18][CH2:17][C:5]2=3)=[CH:40][CH:41]=1, predict the reactants needed to synthesize it. The reactants are: [CH3:1][N:2]1[CH2:18][CH2:17][C:5]2[NH:6][C:7]3[CH:8]=[C:9]([C:13]([F:16])([F:15])[F:14])[CH:10]=[CH:11][C:12]=3[C:4]=2[CH2:3]1.N1CCC[C@H]1C(O)=O.P([O-])([O-])([O-])=O.[K+].[K+].[K+].Br[CH:36]=[C:37]([C:39]1[CH:44]=[CH:43][C:42]([F:45])=[CH:41][CH:40]=1)[CH3:38]. (2) The reactants are: [Br:1][C:2]1[CH:3]=[C:4]2[C:9](=[CH:10][CH:11]=1)[C:8](=[O:12])[NH:7][C:6](=[O:13])[C:5]2=[CH:14]OC.CN(C)C=O.[CH3:22][N:23]([CH3:29])[CH2:24][CH2:25][CH2:26][CH2:27][NH2:28]. Given the product [Br:1][C:2]1[CH:3]=[C:4]2[C:9](=[CH:10][CH:11]=1)[C:8](=[O:12])[NH:7][C:6](=[O:13])/[C:5]/2=[CH:14]\[NH:28][CH2:27][CH2:26][CH2:25][CH2:24][N:23]([CH3:29])[CH3:22], predict the reactants needed to synthesize it. (3) Given the product [C:30]([O:33][C@H:34]1[CH2:39][C@@H:38]([Br:40])[CH2:37][CH2:36][N:35]1[C:41](=[O:54])[C@@H:42]([CH:51]([CH3:52])[CH3:53])[NH:43][C:44]([O:46][C:47]([CH3:49])([CH3:48])[CH3:50])=[O:45])(=[O:32])[CH3:31], predict the reactants needed to synthesize it. The reactants are: BrC1C(O)CCCN1C(=O)[C@H](C(C)C)NC(OC(C)(C)C)=O.C(OC(=O)C)(=O)C.[C:30]([O:33][C@@H:34]1[CH2:39][C@H:38]([Br:40])[CH2:37][CH2:36][N:35]1[C:41](=[O:54])[C@@H:42]([CH:51]([CH3:53])[CH3:52])[NH:43][C:44]([O:46][C:47]([CH3:50])([CH3:49])[CH3:48])=[O:45])(=[O:32])[CH3:31]. (4) The reactants are: [F:1][C:2]1[CH:7]=[CH:6][C:5]([OH:8])=[CH:4][C:3]=1[C:9]([F:12])([F:11])[F:10].C(N(CC)CC)C.[C:20](Cl)(=[O:22])[CH3:21]. Given the product [C:20]([O:8][C:5]1[CH:6]=[CH:7][C:2]([F:1])=[C:3]([C:9]([F:10])([F:11])[F:12])[CH:4]=1)(=[O:22])[CH3:21], predict the reactants needed to synthesize it. (5) Given the product [Br:1][C:2]1[CH:8]=[C:7]([F:9])[CH:6]=[CH:5][C:3]=1[N:4]=[N:10][C:18]1([CH3:22])[C:17](=[O:23])[O:16][C:15]([CH3:14])([CH3:24])[O:20][C:19]1=[O:21], predict the reactants needed to synthesize it. The reactants are: [Br:1][C:2]1[CH:8]=[C:7]([F:9])[CH:6]=[CH:5][C:3]=1[NH2:4].[N:10]([O-])=O.[Na+].[CH3:14][C:15]1([CH3:24])[O:20][C:19](=[O:21])[CH:18]([CH3:22])[C:17](=[O:23])[O:16]1.C([O-])(=O)C.[Na+]. (6) Given the product [Cl:1][C:2]1[C:3]([CH:8]([NH2:9])[C:20]2[CH:21]=[CH:22][C:23]([O:26][C:27]3[CH:32]=[CH:31][CH:30]=[CH:29][CH:28]=3)=[CH:24][CH:25]=2)=[N:4][CH:5]=[CH:6][N:7]=1, predict the reactants needed to synthesize it. The reactants are: [Cl:1][C:2]1[C:3]([CH:8]([C:20]2[CH:25]=[CH:24][C:23]([O:26][C:27]3[CH:32]=[CH:31][CH:30]=[CH:29][CH:28]=3)=[CH:22][CH:21]=2)[N:9]2C(=O)C3C(=CC=CC=3)C2=O)=[N:4][CH:5]=[CH:6][N:7]=1.NN.CCO.